This data is from Full USPTO retrosynthesis dataset with 1.9M reactions from patents (1976-2016). The task is: Predict the reactants needed to synthesize the given product. (1) Given the product [Cl:13][C:14]1[N:15]=[C:16]([O:12][C:5]2[C:6]([CH3:11])=[CH:7][C:8]([CH3:10])=[CH:9][C:4]=2[CH3:3])[C:17]2[S:22][CH:21]=[CH:20][C:18]=2[N:19]=1, predict the reactants needed to synthesize it. The reactants are: [H-].[Na+].[CH3:3][C:4]1[CH:9]=[C:8]([CH3:10])[CH:7]=[C:6]([CH3:11])[C:5]=1[OH:12].[Cl:13][C:14]1[N:15]=[C:16](Cl)[C:17]2[S:22][CH:21]=[CH:20][C:18]=2[N:19]=1. (2) Given the product [ClH:1].[CH3:18][O:28][C:3]1[C:2]([O:12][C@@H:13]2[CH2:17][CH2:16][NH:15][CH2:14]2)=[C:11]2[C:6](=[CH:5][CH:4]=1)[CH2:8][CH2:9][CH2:10]2, predict the reactants needed to synthesize it. The reactants are: [ClH:1].[C:2]1([O:12][CH:13]2[CH2:17][CH2:16][NH:15][CH2:14]2)[C:11]2[C:6](=C[CH:8]=[CH:9][CH:10]=2)[CH:5]=[CH:4][CH:3]=1.[C:18]1([O:28]C2CCN(CC3C=CC=CC=3)C2)C2C(=CC=CC=2)C=CC=1. (3) Given the product [C:1]([O:4][C:5]1[CH:6]=[CH:7][C:8]([C:11]2[N:12]=[C:13]([CH2:18][C:19]3[CH:24]=[CH:23][CH:22]=[CH:21][CH:20]=3)[C:14]([NH:17][S:32]([CH2:25][C:26]3[CH:31]=[CH:30][CH:29]=[CH:28][CH:27]=3)(=[O:34])=[O:33])=[N:15][CH:16]=2)=[CH:9][CH:10]=1)(=[O:3])[CH3:2], predict the reactants needed to synthesize it. The reactants are: [C:1]([O:4][C:5]1[CH:10]=[CH:9][C:8]([C:11]2[N:12]=[C:13]([CH2:18][C:19]3[CH:24]=[CH:23][CH:22]=[CH:21][CH:20]=3)[C:14]([NH2:17])=[N:15][CH:16]=2)=[CH:7][CH:6]=1)(=[O:3])[CH3:2].[CH2:25]([S:32](Cl)(=[O:34])=[O:33])[C:26]1[CH:31]=[CH:30][CH:29]=[CH:28][CH:27]=1.C(=O)(O)[O-].[Na+]. (4) The reactants are: [I:1][C:2]1[CH:7]=[CH:6][C:5]([NH:8][C:9]2[N:14]=[CH:13][CH:12]=[CH:11][N:10]=2)=[CH:4][CH:3]=1.[H-].[Na+].Br[CH2:18][CH2:19][C:20]#[N:21]. Given the product [I:1][C:2]1[CH:3]=[CH:4][C:5]([N:8]([CH2:18][CH2:19][C:20]#[N:21])[C:9]2[N:10]=[CH:11][CH:12]=[CH:13][N:14]=2)=[CH:6][CH:7]=1, predict the reactants needed to synthesize it. (5) The reactants are: [CH:1]1([NH:4][C:5](=[O:45])[NH:6][C:7]2[CH:43]=[CH:42][C:10]([O:11][C:12]3[CH:17]=[CH:16][N:15]=[C:14]4[CH:18]=[C:19]([C:21]5[N:26]=[CH:25][C:24]([CH2:27][N:28]([CH2:36][CH2:37][S:38]([CH3:41])(=[O:40])=[O:39])C(=O)OC(C)(C)C)=[CH:23][CH:22]=5)[S:20][C:13]=34)=[C:9]([F:44])[CH:8]=2)[CH2:3][CH2:2]1.C(O)(C(F)(F)F)=O. Given the product [CH:1]1([NH:4][C:5]([NH:6][C:7]2[CH:43]=[CH:42][C:10]([O:11][C:12]3[CH:17]=[CH:16][N:15]=[C:14]4[CH:18]=[C:19]([C:21]5[CH:22]=[CH:23][C:24]([CH2:27][NH:28][CH2:36][CH2:37][S:38]([CH3:41])(=[O:39])=[O:40])=[CH:25][N:26]=5)[S:20][C:13]=34)=[C:9]([F:44])[CH:8]=2)=[O:45])[CH2:3][CH2:2]1, predict the reactants needed to synthesize it.